From a dataset of Peptide-MHC class I binding affinity with 185,985 pairs from IEDB/IMGT. Regression. Given a peptide amino acid sequence and an MHC pseudo amino acid sequence, predict their binding affinity value. This is MHC class I binding data. (1) The MHC is HLA-A26:03 with pseudo-sequence HLA-A26:03. The peptide sequence is RDITAFEGL. The binding affinity (normalized) is 0.0847. (2) The peptide sequence is AMMWRIAQL. The MHC is HLA-B40:01 with pseudo-sequence HLA-B40:01. The binding affinity (normalized) is 0.285. (3) The peptide sequence is EIIFYHPTF. The MHC is HLA-A02:01 with pseudo-sequence HLA-A02:01. The binding affinity (normalized) is 0.0847. (4) The peptide sequence is LTDPSHITA. The MHC is Mamu-A02 with pseudo-sequence Mamu-A02. The binding affinity (normalized) is 0.364. (5) The peptide sequence is SFYYIWKSYV. The MHC is HLA-B40:02 with pseudo-sequence HLA-B40:02. The binding affinity (normalized) is 0.284. (6) The binding affinity (normalized) is 0. The peptide sequence is LDFVRFMGV. The MHC is HLA-A11:01 with pseudo-sequence HLA-A11:01. (7) The peptide sequence is SMKSSQRDTI. The MHC is H-2-Db with pseudo-sequence H-2-Db. The binding affinity (normalized) is 0.338. (8) The peptide sequence is VTKRDESSI. The MHC is HLA-A02:02 with pseudo-sequence HLA-A02:02. The binding affinity (normalized) is 0.169.